From a dataset of Catalyst prediction with 721,799 reactions and 888 catalyst types from USPTO. Predict which catalyst facilitates the given reaction. (1) Reactant: C([Cl:4])(=O)C.[NH2:5][C:6]1[NH:10][N:9]=[C:8]([NH:11][C:12]2[CH:17]=[C:16]([C:18]([F:21])([F:20])[F:19])[C:15]([C:22]3[CH:27]=[CH:26][C:25]([O:28][CH3:29])=[C:24]([S:30]([NH:33][C:34]4([CH3:45])[CH2:37][N:36](C(OC(C)(C)C)=O)[CH2:35]4)(=[O:32])=[O:31])[CH:23]=3)=[C:14]([Cl:46])[CH:13]=2)[N:7]=1. Product: [ClH:4].[NH2:5][C:6]1[NH:10][N:9]=[C:8]([NH:11][C:12]2[CH:17]=[C:16]([C:18]([F:20])([F:19])[F:21])[C:15]([C:22]3[CH:27]=[CH:26][C:25]([O:28][CH3:29])=[C:24]([S:30]([NH:33][C:34]4([CH3:45])[CH2:37][NH:36][CH2:35]4)(=[O:32])=[O:31])[CH:23]=3)=[C:14]([Cl:46])[CH:13]=2)[N:7]=1. The catalyst class is: 5. (2) Reactant: [CH3:1][O:2][C:3](=[O:13])[C:4]1[CH:9]=[CH:8][C:7]([CH2:10][CH3:11])=[C:6]([OH:12])[CH:5]=1.Br[CH2:15][CH2:16][CH2:17][OH:18].C([O-])([O-])=O.[K+].[K+].O. Product: [CH3:1][O:2][C:3](=[O:13])[C:4]1[CH:9]=[CH:8][C:7]([CH2:10][CH3:11])=[C:6]([O:12][CH2:15][CH2:16][CH2:17][OH:18])[CH:5]=1. The catalyst class is: 10. (3) Reactant: [Br:1][C:2]1[CH:3]=[C:4]2[C:9](=[C:10]([Br:14])[C:11]=1[O:12][CH3:13])[CH2:8][NH:7][C@@:6]([CH3:18])([C:15]([OH:17])=[O:16])[CH2:5]2.C(N(CC)CC)C.[C:26](=O)([O-:32])[O:27][C:28]([CH3:31])([CH3:30])[CH3:29].[C:26](=O)([O-:32])[O:27][C:28]([CH3:31])([CH3:30])[CH3:29]. Product: [Br:1][C:2]1[CH:3]=[C:4]2[C:9](=[C:10]([Br:14])[C:11]=1[O:12][CH3:13])[CH2:8][N:7]([C:26]([O:27][C:28]([CH3:31])([CH3:30])[CH3:29])=[O:32])[C@@:6]([CH3:18])([C:15]([OH:17])=[O:16])[CH2:5]2. The catalyst class is: 18. (4) Reactant: [CH3:1][O:2][C:3]([C:5]1[S:6][C:7]([C:20]#[C:21][C:22]([CH3:25])([CH3:24])[CH3:23])=[CH:8][C:9]=1[NH:10][C:11]([C@H:13]1[CH2:18][CH2:17][C@H:16]([CH3:19])[CH2:15][CH2:14]1)=[O:12])=[O:4].[H-].[Na+].Br[CH2:29][C:30]([O:32][C:33]([CH3:36])([CH3:35])[CH3:34])=[O:31]. Product: [CH3:1][O:2][C:3]([C:5]1[S:6][C:7]([C:20]#[C:21][C:22]([CH3:24])([CH3:23])[CH3:25])=[CH:8][C:9]=1[N:10]([CH2:29][C:30]([O:32][C:33]([CH3:36])([CH3:35])[CH3:34])=[O:31])[C:11]([C@H:13]1[CH2:14][CH2:15][C@H:16]([CH3:19])[CH2:17][CH2:18]1)=[O:12])=[O:4]. The catalyst class is: 3. (5) Reactant: [NH2:1][C:2]1[CH:7]=[CH:6][C:5]([OH:8])=[CH:4][C:3]=1[CH3:9].N1C=CN=C1.[CH:15]([Si:18](Cl)([CH:22]([CH3:24])[CH3:23])[CH:19]([CH3:21])[CH3:20])([CH3:17])[CH3:16]. Product: [CH3:9][C:3]1[CH:4]=[C:5]([O:8][Si:18]([CH:22]([CH3:24])[CH3:23])([CH:19]([CH3:21])[CH3:20])[CH:15]([CH3:17])[CH3:16])[CH:6]=[CH:7][C:2]=1[NH2:1]. The catalyst class is: 680. (6) Reactant: [I:1][C:2]1[CH:8]=[CH:7][C:5]([NH2:6])=[CH:4][CH:3]=1.[F:9][C:10]1[CH:17]=[CH:16][CH:15]=[CH:14][C:11]=1[CH:12]=O.C(O[BH-](OC(=O)C)OC(=O)C)(=O)C.O. Product: [F:9][C:10]1[CH:17]=[CH:16][CH:15]=[CH:14][C:11]=1[CH2:12][NH:6][C:5]1[CH:7]=[CH:8][C:2]([I:1])=[CH:3][CH:4]=1. The catalyst class is: 26. (7) Reactant: O.Br.[CH2:3]([O:5][C:6]([CH:8]1[CH2:17][CH2:16][C:11]2[N:12]=[C:13]([NH2:15])[S:14][C:10]=2[CH2:9]1)=[O:7])[CH3:4]. Product: [CH2:3]([O:5][C:6]([CH:8]1[CH2:17][CH2:16][C:11]2[N:12]=[C:13]([NH2:15])[S:14][C:10]=2[CH2:9]1)=[O:7])[CH3:4]. The catalyst class is: 5. (8) Reactant: [NH:1]1[CH2:4][CH:3]([O:5][C:6]2[CH:11]=[CH:10][C:9]([N:12]3[CH2:17][CH2:16][C:15]4[N:18]=[C:19]([C:21]5[CH:26]=[CH:25][C:24]([Cl:27])=[CH:23][CH:22]=5)[S:20][C:14]=4[C:13]3=[O:28])=[CH:8][C:7]=2[O:29][CH3:30])[CH2:2]1.[CH3:31][C:32]([CH3:34])=O.C(O[BH-](OC(=O)C)OC(=O)C)(=O)C.[Na+].[OH-].[Na+]. Product: [ClH:27].[Cl:27][C:24]1[CH:23]=[CH:22][C:21]([C:19]2[S:20][C:14]3[C:13](=[O:28])[N:12]([C:9]4[CH:10]=[CH:11][C:6]([O:5][CH:3]5[CH2:4][N:1]([CH:32]([CH3:34])[CH3:31])[CH2:2]5)=[C:7]([O:29][CH3:30])[CH:8]=4)[CH2:17][CH2:16][C:15]=3[N:18]=2)=[CH:26][CH:25]=1. The catalyst class is: 26.